The task is: Regression. Given a peptide amino acid sequence and an MHC pseudo amino acid sequence, predict their binding affinity value. This is MHC class II binding data.. This data is from Peptide-MHC class II binding affinity with 134,281 pairs from IEDB. The peptide sequence is ELRKTYNLLDAVSRH. The MHC is DRB1_1101 with pseudo-sequence DRB1_1101. The binding affinity (normalized) is 0.530.